Task: Predict hERG channel inhibition at various concentrations.. Dataset: hERG Central: cardiac toxicity at 1µM, 10µM, and general inhibition (1) The compound is CN(C)CCCN(C(=O)c1ccc(Cl)s1)c1nc2cc3c(cc2s1)OCO3. Results: hERG_inhib (hERG inhibition (general)): blocker. (2) Results: hERG_inhib (hERG inhibition (general)): blocker. The compound is Cl.Cn1c2c(c3ccccc31)CCN1CCC[C@]21c1ccccc1. (3) The drug is COc1ccc(S(=O)(=O)N2CCC(NC(=O)c3cccnc3)CC2)cc1. Results: hERG_inhib (hERG inhibition (general)): blocker. (4) The drug is CCOC(=O)CNC(c1ccccc1)c1cc(Br)ccc1NC(=O)CCN1CCOCC1. Results: hERG_inhib (hERG inhibition (general)): blocker. (5) The compound is O=C(/C=C\c1ccco1)Nc1ccc(N2CCN(C(=O)c3ccccc3)CC2)cc1. Results: hERG_inhib (hERG inhibition (general)): blocker. (6) Results: hERG_inhib (hERG inhibition (general)): blocker. The drug is O=C(Cn1cnc2scc(-c3cccc([N+](=O)[O-])c3)c2c1=O)NCc1ccco1.